Dataset: hERG potassium channel inhibition data for cardiac toxicity prediction from Karim et al.. Task: Regression/Classification. Given a drug SMILES string, predict its toxicity properties. Task type varies by dataset: regression for continuous values (e.g., LD50, hERG inhibition percentage) or binary classification for toxic/non-toxic outcomes (e.g., AMES mutagenicity, cardiotoxicity, hepatotoxicity). Dataset: herg_karim. (1) The molecule is Nc1nc2c(C(=O)NC3CN4CCC3CC4)cc(Cl)cc2o1. The result is 1 (blocker). (2) The compound is COc1cc(C)c2ncc(F)c(CCC34CCC(NCc5ccc6c(n5)NC(=O)CO6)(CC3)CO4)c2n1. The result is 1 (blocker). (3) The molecule is COc1cc(N)c(Cl)cc1C(=O)N[C@@H]1CCN(CCCCCC(=O)O[C@@H]2CN3CCC2CC3)C[C@@H]1OC. The result is 0 (non-blocker). (4) The molecule is CCOC[C@H]1CC[C@@H](N2CC(NC(=O)CNc3nn(C)c4ccc(C(F)(F)F)cc34)C2)CC1. The result is 1 (blocker). (5) The molecule is COc1cccc(CN(c2cccc3[nH]ccc23)C2CCNCC2)c1. The result is 1 (blocker).